This data is from Catalyst prediction with 721,799 reactions and 888 catalyst types from USPTO. The task is: Predict which catalyst facilitates the given reaction. Product: [O:6]1[CH:5]=[CH:4][CH:3]=[C:2]1[CH2:1][NH:7][S:11]([CH:9]([CH3:10])[CH3:8])(=[O:13])=[O:12]. Reactant: [CH2:1]([NH2:7])[C:2]1[O:6][CH:5]=[CH:4][CH:3]=1.[CH3:8][CH:9]([S:11](Cl)(=[O:13])=[O:12])[CH3:10]. The catalyst class is: 17.